Dataset: Full USPTO retrosynthesis dataset with 1.9M reactions from patents (1976-2016). Task: Predict the reactants needed to synthesize the given product. (1) Given the product [CH2:1]([O:7][CH2:10][CH:9]1[O:12][CH2:8]1)[CH2:2][CH2:3][CH2:4][CH2:19][CH2:13][CH2:14][CH2:15][CH2:16][CH2:17][CH2:18][CH2:14][CH2:15][CH2:16][CH2:17][CH2:18][CH2:13][CH3:19], predict the reactants needed to synthesize it. The reactants are: [C:1]1(=[O:7])O[C:4](=O)[CH:3]=[CH:2]1.[C:8]([OH:12])(=O)[CH:9]=[CH2:10].[C:13]1([CH3:19])[CH:18]=[CH:17][CH:16]=[CH:15][CH:14]=1. (2) Given the product [CH3:1][CH:2]([CH3:19])[CH:3]([CH2:10][C:11]1[CH:16]=[CH:15][CH:14]=[C:13]([O:17][CH3:18])[CH:12]=1)[CH2:4][C:5]([OH:7])=[O:6], predict the reactants needed to synthesize it. The reactants are: [CH3:1][CH:2]([CH3:19])[CH:3]([CH2:10][C:11]1[CH:16]=[CH:15][CH:14]=[C:13]([O:17][CH3:18])[CH:12]=1)[CH2:4][C:5]([O:7]CC)=[O:6].[OH-].[Na+]. (3) Given the product [NH2:26][C:9]1[CH:8]=[CH:7][C:6]([F:5])=[CH:25][C:10]=1[O:11][CH:12]1[CH2:17][CH2:16][N:15]([C:18]([O:20][C:21]([CH3:23])([CH3:24])[CH3:22])=[O:19])[CH2:14][CH2:13]1, predict the reactants needed to synthesize it. The reactants are: C([O-])=O.[NH4+].[F:5][C:6]1[CH:7]=[CH:8][C:9]([N+:26]([O-])=O)=[C:10]([CH:25]=1)[O:11][CH:12]1[CH2:17][CH2:16][N:15]([C:18]([O:20][C:21]([CH3:24])([CH3:23])[CH3:22])=[O:19])[CH2:14][CH2:13]1. (4) Given the product [Cl:12][C:13]1[CH:14]=[CH:15][C:16]([CH2:17][N:18]2[CH:19]=[C:20]([CH:25]([OH:26])[C:10]3[CH:9]=[CH:5][CH:4]=[C:3]([O:2][CH3:1])[CH:11]=3)[CH:21]=[CH:22][C:23]2=[O:24])=[CH:27][CH:28]=1, predict the reactants needed to synthesize it. The reactants are: [CH3:1][O:2][C:3]1[CH:4]=[C:5]([CH:9]=[CH:10][CH:11]=1)C[Mg]Br.[Cl:12][C:13]1[CH:28]=[CH:27][C:16]([CH2:17][N:18]2[C:23](=[O:24])[CH:22]=[CH:21][C:20]([CH:25]=[O:26])=[CH:19]2)=[CH:15][CH:14]=1. (5) Given the product [Br:14][C:12]1[C:11]([CH3:15])=[C:7]([C:6]([OH:16])=[C:5]([C:1]([CH3:2])([CH3:3])[CH3:4])[CH:13]=1)[C:8]([NH:20][C:19]1[CH:21]=[CH:22][C:23]([C:25]#[N:26])=[CH:24][C:18]=1[Cl:17])=[O:10], predict the reactants needed to synthesize it. The reactants are: [C:1]([C:5]1[CH:13]=[C:12]([Br:14])[C:11]([CH3:15])=[C:7]([C:8]([OH:10])=O)[C:6]=1[OH:16])([CH3:4])([CH3:3])[CH3:2].[Cl:17][C:18]1[CH:24]=[C:23]([C:25]#[N:26])[CH:22]=[CH:21][C:19]=1[NH2:20]. (6) Given the product [CH2:1]([C:8]1[C:9]([N:22]([C:35]([C:31]2[C:32]3[C:27](=[CH:26][C:25]([O:24][CH3:23])=[CH:34][CH:33]=3)[CH:28]=[CH:29][CH:30]=2)=[O:38])[C:35]([C:31]2[C:32]3[C:27](=[CH:26][C:25]([O:24][CH3:23])=[CH:34][CH:33]=3)[CH:28]=[CH:29][CH:30]=2)=[O:36])=[N:10][CH:11]=[C:12]([C:14]2[CH:19]=[CH:18][C:17]([O:20][CH3:21])=[CH:16][CH:15]=2)[N:13]=1)[C:2]1[CH:7]=[CH:6][CH:5]=[CH:4][CH:3]=1, predict the reactants needed to synthesize it. The reactants are: [CH2:1]([C:8]1[C:9]([NH2:22])=[N:10][CH:11]=[C:12]([C:14]2[CH:19]=[CH:18][C:17]([O:20][CH3:21])=[CH:16][CH:15]=2)[N:13]=1)[C:2]1[CH:7]=[CH:6][CH:5]=[CH:4][CH:3]=1.[CH3:23][O:24][C:25]1[CH:26]=[C:27]2[C:32](=[CH:33][CH:34]=1)[C:31]([C:35](Cl)=[O:36])=[CH:30][CH:29]=[CH:28]2.[OH2:38]. (7) Given the product [OH:41][CH2:16][CH2:15][N:12]1[CH2:13][CH2:14][CH:9]([NH:8][C:5]2[CH:6]=[CH:7][C:2]([NH:1][C:19]3[N:28]=[CH:27][C:26]4[C:21](=[C:22]([C:29]5[CH:30]=[C:31]([NH:35][C:36](=[O:39])[CH:37]=[CH2:38])[CH:32]=[CH:33][CH:34]=5)[CH:23]=[CH:24][CH:25]=4)[N:20]=3)=[CH:3][CH:4]=2)[CH2:10][CH2:11]1, predict the reactants needed to synthesize it. The reactants are: [NH2:1][C:2]1[CH:7]=[CH:6][C:5]([NH:8][CH:9]2[CH2:14][CH2:13][N:12]([CH:15](O)[CH3:16])[CH2:11][CH2:10]2)=[CH:4][CH:3]=1.Cl[C:19]1[N:28]=[CH:27][C:26]2[C:21](=[C:22]([C:29]3[CH:30]=[C:31]([NH:35][C:36](=[O:39])[CH:37]=[CH2:38])[CH:32]=[CH:33][CH:34]=3)[CH:23]=[CH:24][CH:25]=2)[N:20]=1.C(O)(C(F)(F)F)=[O:41].